Predict the product of the given reaction. From a dataset of Forward reaction prediction with 1.9M reactions from USPTO patents (1976-2016). Given the reactants [F:1][C:2]1[CH:8]=[CH:7][C:5]([NH2:6])=[C:4]([I:9])[CH:3]=1.[CH2:10]([O:12][C:13]([CH:15]1[CH2:20][CH2:19][C:18](=O)[CH2:17][CH2:16]1)=[O:14])[CH3:11].C(O)(=O)C.C(O[BH3-])(=O)C.[Na+], predict the reaction product. The product is: [CH2:10]([O:12][C:13]([CH:15]1[CH2:20][CH2:19][CH:18]([NH:6][C:5]2[CH:7]=[CH:8][C:2]([F:1])=[CH:3][C:4]=2[I:9])[CH2:17][CH2:16]1)=[O:14])[CH3:11].